Dataset: Forward reaction prediction with 1.9M reactions from USPTO patents (1976-2016). Task: Predict the product of the given reaction. Given the reactants C([O:8][C:9]1[CH:14]=[CH:13][CH:12]=[CH:11][C:10]=1[NH:15][C:16]1[N:21]2[N:22]=[CH:23][C:24]([C:25]([NH:27][S:28]([CH2:31][CH3:32])(=[O:30])=[O:29])=[O:26])=[C:20]2[N:19]=[CH:18][C:17]=1[C:33]([N:35]1[CH2:40][CH2:39][CH:38]([C:41]2[CH:46]=[CH:45][CH:44]=[CH:43][CH:42]=2)[CH2:37][CH2:36]1)=[O:34])C1C=CC=CC=1, predict the reaction product. The product is: [OH:8][C:9]1[CH:14]=[CH:13][CH:12]=[CH:11][C:10]=1[NH:15][C:16]1[N:21]2[N:22]=[CH:23][C:24]([C:25]([NH:27][S:28]([CH2:31][CH3:32])(=[O:29])=[O:30])=[O:26])=[C:20]2[N:19]=[CH:18][C:17]=1[C:33]([N:35]1[CH2:36][CH2:37][CH:38]([C:41]2[CH:42]=[CH:43][CH:44]=[CH:45][CH:46]=2)[CH2:39][CH2:40]1)=[O:34].